This data is from Forward reaction prediction with 1.9M reactions from USPTO patents (1976-2016). The task is: Predict the product of the given reaction. (1) Given the reactants [F:1][C:2]1[CH:7]=[CH:6][C:5]([CH:8]([C:12]2[CH:17]=[CH:16][C:15]([F:18])=[CH:14][CH:13]=2)[C:9]([OH:11])=O)=[CH:4][CH:3]=1.[NH2:19][CH2:20][CH2:21][CH2:22][N:23]1[CH2:28][CH2:27][CH:26]([C:29]2[CH:30]=[C:31]([NH:35][C:36](=[O:41])[O:37][CH:38]([CH3:40])[CH3:39])[CH:32]=[CH:33][CH:34]=2)[CH2:25][CH2:24]1, predict the reaction product. The product is: [F:18][C:15]1[CH:16]=[CH:17][C:12]([CH:8]([C:5]2[CH:4]=[CH:3][C:2]([F:1])=[CH:7][CH:6]=2)[C:9]([NH:19][CH2:20][CH2:21][CH2:22][N:23]2[CH2:28][CH2:27][CH:26]([C:29]3[CH:30]=[C:31]([NH:35][C:36](=[O:41])[O:37][CH:38]([CH3:39])[CH3:40])[CH:32]=[CH:33][CH:34]=3)[CH2:25][CH2:24]2)=[O:11])=[CH:13][CH:14]=1. (2) Given the reactants CS(C)=O.C(Cl)(=O)C(Cl)=O.[OH:11][CH2:12][CH:13]1[CH2:18][N:17]([C:19]([O:21][C:22]([CH3:25])([CH3:24])[CH3:23])=[O:20])[CH2:16][CH2:15][N:14]1[C:26]([O:28][C:29]([CH3:32])([CH3:31])[CH3:30])=[O:27].C(N(CC)CC)C, predict the reaction product. The product is: [CH:12]([CH:13]1[CH2:18][N:17]([C:19]([O:21][C:22]([CH3:25])([CH3:23])[CH3:24])=[O:20])[CH2:16][CH2:15][N:14]1[C:26]([O:28][C:29]([CH3:32])([CH3:31])[CH3:30])=[O:27])=[O:11]. (3) The product is: [CH3:27][C:22]1([CH3:28])[C:23]([CH3:26])([CH3:25])[O:24][B:20]([C:2]2[CH:19]=[CH:18][C:5]([NH:6][C:7]3[C:11]4[CH:12]=[CH:13][CH:14]=[CH:15][C:10]=4[S:9](=[O:17])(=[O:16])[N:8]=3)=[CH:4][CH:3]=2)[O:21]1. Given the reactants Br[C:2]1[CH:19]=[CH:18][C:5]([NH:6][C:7]2[C:11]3[CH:12]=[CH:13][CH:14]=[CH:15][C:10]=3[S:9](=[O:17])(=[O:16])[N:8]=2)=[CH:4][CH:3]=1.[B:20]1([B:20]2[O:24][C:23]([CH3:26])([CH3:25])[C:22]([CH3:28])([CH3:27])[O:21]2)[O:24][C:23]([CH3:26])([CH3:25])[C:22]([CH3:28])([CH3:27])[O:21]1.ClCCl.C([O-])(=O)C.[K+], predict the reaction product.